This data is from Full USPTO retrosynthesis dataset with 1.9M reactions from patents (1976-2016). The task is: Predict the reactants needed to synthesize the given product. (1) Given the product [Br:20][CH2:21][CH:22]=[CH:23][CH2:24][O:13][C:5]1[CH:6]=[C:7]([N+:10]([O-:12])=[O:11])[CH:8]=[CH:9][C:4]=1[N+:1]([O-:3])=[O:2], predict the reactants needed to synthesize it. The reactants are: [N+:1]([C:4]1[CH:9]=[CH:8][C:7]([N+:10]([O-:12])=[O:11])=[CH:6][C:5]=1[OH:13])([O-:3])=[O:2].C(=O)([O-])[O-].[K+].[K+].[Br:20][CH2:21][CH:22]=[CH:23][CH2:24]Br. (2) Given the product [Si:1]([O:8][CH2:9][C@@H:10]1[C:18]2[C:13](=[CH:14][CH:15]=[CH:16][CH:17]=2)[CH2:12][C@H:11]1[NH:19][C:28]([C:26]1[NH:25][C:24]2[S:31][C:21]([Cl:20])=[CH:22][C:23]=2[CH:27]=1)=[O:29])([C:4]([CH3:7])([CH3:6])[CH3:5])([CH3:3])[CH3:2], predict the reactants needed to synthesize it. The reactants are: [Si:1]([O:8][CH2:9][C@@H:10]1[C:18]2[C:13](=[CH:14][CH:15]=[CH:16][CH:17]=2)[CH2:12][C@H:11]1[NH2:19])([C:4]([CH3:7])([CH3:6])[CH3:5])([CH3:3])[CH3:2].[Cl:20][C:21]1[S:31][C:24]2[NH:25][C:26]([C:28](O)=[O:29])=[CH:27][C:23]=2[CH:22]=1.CCN(C(C)C)C(C)C.C1C=CC2N(O)N=NC=2C=1.CCN=C=NCCCN(C)C.